Predict the reaction yield, written as a fraction of the theoretical maximum amount of product (1.0 means a 100% yield; for example, 0.34 means a 34% yield). From a dataset of Reaction yield outcomes from USPTO patents with 853,638 reactions. (1) The reactants are C[O:2][C:3]1[CH:8]=[CH:7][C:6]([O:9]C)=[CH:5][C:4]=1[C:11](=[O:21])[CH2:12][C:13]1[CH:18]=[CH:17][CH:16]=[C:15]([O:19]C)[CH:14]=1.B(Br)(Br)Br. The catalyst is C(Cl)Cl. The product is [OH:2][C:3]1[CH:8]=[CH:7][C:6]([OH:9])=[CH:5][C:4]=1[C:11](=[O:21])[CH2:12][C:13]1[CH:18]=[CH:17][CH:16]=[C:15]([OH:19])[CH:14]=1. The yield is 0.620. (2) The reactants are C(N(CC)CC)C.[CH:8]([C:10]1[C:18]2[C:13](=[CH:14][CH:15]=[CH:16][CH:17]=2)[N:12](C(OC(C)(C)C)=O)[CH:11]=1)=[O:9].[CH:26]1[C:35]2[C:30](=[C:31]([CH:36]=[N:37][C:38]3[CH:43]=[CH:42][CH:41]=[C:40]([O:44][CH3:45])[CH:39]=3)[CH:32]=[CH:33][CH:34]=2)[CH:29]=[CH:28][N:27]=1. The catalyst is [Cl-].C([N+]1C(C)=C(CCO)SC=1)C1C=CC=CC=1.C(O)C. The product is [NH:12]1[C:13]2[C:18](=[CH:17][CH:16]=[CH:15][CH:14]=2)[C:10]([C:8](=[O:9])[CH:36]([C:31]2[CH:32]=[CH:33][CH:34]=[C:35]3[C:30]=2[CH:29]=[CH:28][N:27]=[CH:26]3)[NH:37][C:38]2[CH:43]=[CH:42][CH:41]=[C:40]([O:44][CH3:45])[CH:39]=2)=[CH:11]1. The yield is 0.300. (3) The reactants are Br[C:2]1[N:7]=[C:6]2[N:8]([CH2:11][C:12]3[CH:13]=[C:14]4[C:19](=[CH:20][CH:21]=3)[N:18]=[CH:17][CH:16]=[CH:15]4)[N:9]=[N:10][C:5]2=[N:4][CH:3]=1.[CH3:22][C:23]1[N:24]=[CH:25][NH:26][CH:27]=1.[F-].[Cs+]. The catalyst is C(#N)C.O. The product is [CH3:22][C:23]1[N:24]=[CH:25][N:26]([C:2]2[N:7]=[C:6]3[N:8]([CH2:11][C:12]4[CH:13]=[C:14]5[C:19](=[CH:20][CH:21]=4)[N:18]=[CH:17][CH:16]=[CH:15]5)[N:9]=[N:10][C:5]3=[N:4][CH:3]=2)[CH:27]=1. The yield is 0.560. (4) The reactants are [CH3:1][O:2][C:3]1[CH:8]=[CH:7][CH:6]=[CH:5][C:4]=1[C:9]1[N:10]=[CH:11][N:12]([CH3:16])[C:13]=1[CH2:14][OH:15]. The catalyst is O1CCOCC1.O=[Mn]=O. The product is [CH3:1][O:2][C:3]1[CH:8]=[CH:7][CH:6]=[CH:5][C:4]=1[C:9]1[N:10]=[CH:11][N:12]([CH3:16])[C:13]=1[CH:14]=[O:15]. The yield is 0.840. (5) The catalyst is C(O)C.O. The yield is 0.540. The reactants are Br[C:2]1[CH:3]=[C:4]([C:8]2([C:18]3[CH:23]=[CH:22][N:21]=[CH:20][CH:19]=3)[C:16]3[C:11](=[CH:12][CH:13]=[CH:14][CH:15]=3)[C:10]([NH2:17])=[N:9]2)[CH:5]=[CH:6][CH:7]=1.[F:24][C:25]1[CH:26]=[N:27][CH:28]=[C:29](B2OC(C)(C)C(C)(C)O2)[CH:30]=1.C(=O)([O-])[O-].[K+].[K+].C(COC)OC. The product is [F:24][C:25]1[CH:30]=[C:29]([C:2]2[CH:3]=[C:4]([C:8]3([C:18]4[CH:19]=[CH:20][N:21]=[CH:22][CH:23]=4)[C:16]4[C:11](=[CH:12][CH:13]=[CH:14][CH:15]=4)[C:10]([NH2:17])=[N:9]3)[CH:5]=[CH:6][CH:7]=2)[CH:28]=[N:27][CH:26]=1. (6) No catalyst specified. The yield is 0.490. The product is [F:40][C:41]1[CH:47]=[CH:46][C:44]([NH:45][C:32]([NH:25][C:24]2[CH:26]=[CH:27][C:21]([C:9]3[N:8]=[C:7]([N:1]4[CH2:2][CH2:3][O:4][CH2:5][CH2:6]4)[N:12]=[C:11]([N:13]4[CH:14]5[CH2:20][CH2:19][CH:18]4[CH2:17][O:16][CH2:15]5)[N:10]=3)=[CH:22][CH:23]=2)=[O:38])=[CH:43][CH:42]=1. The reactants are [N:1]1([C:7]2[N:12]=[C:11]([N:13]3[CH:18]4[CH2:19][CH2:20][CH:14]3[CH2:15][O:16][CH2:17]4)[N:10]=[C:9]([C:21]3[CH:27]=[CH:26][C:24]([NH2:25])=[CH:23][CH:22]=3)[N:8]=2)[CH2:6][CH2:5][O:4][CH2:3][CH2:2]1.ClC(Cl)(O[C:32](=[O:38])OC(Cl)(Cl)Cl)Cl.[F:40][C:41]1[CH:47]=[CH:46][C:44]([NH2:45])=[CH:43][CH:42]=1.